Dataset: Catalyst prediction with 721,799 reactions and 888 catalyst types from USPTO. Task: Predict which catalyst facilitates the given reaction. (1) Reactant: [N:1]1[CH:6]=[CH:5][CH:4]=[C:3]([C:7]2[O:11][C:10]([CH:12]=[O:13])=[CH:9][CH:8]=2)[CH:2]=1.[BH4-].[Na+].C(=O)(O)[O-].[Na+]. Product: [N:1]1[CH:6]=[CH:5][CH:4]=[C:3]([C:7]2[O:11][C:10]([CH2:12][OH:13])=[CH:9][CH:8]=2)[CH:2]=1. The catalyst class is: 5. (2) Reactant: [Br:1][C:2]1[C:10]2[C:5](=[CH:6][CH:7]=[CH:8][CH:9]=2)[NH:4][N:3]=1.[O:11]1[CH:16]=[CH:15][CH2:14][CH2:13][CH2:12]1.C(=O)([O-])O.[Na+]. Product: [Br:1][C:2]1[C:10]2[C:5](=[CH:6][CH:7]=[CH:8][CH:9]=2)[N:4]([CH:12]2[CH2:13][CH2:14][CH2:15][CH2:16][O:11]2)[N:3]=1. The catalyst class is: 743. (3) Reactant: [C:1]1([CH:7]([NH:9][CH:10]([CH3:13])[CH2:11][OH:12])[CH3:8])[CH:6]=[CH:5][CH:4]=[CH:3][CH:2]=1.N1C=CC=CC=1.[F:20][C:21]1[CH:26]=[CH:25][C:24](B(O)O)=[CH:23][C:22]=1[Cl:30]. Product: [Cl:30][C:22]1[CH:23]=[C:24]([N:9]([CH:7]([C:1]2[CH:6]=[CH:5][CH:4]=[CH:3][CH:2]=2)[CH3:8])[CH:10]([CH3:13])[CH2:11][OH:12])[CH:25]=[CH:26][C:21]=1[F:20]. The catalyst class is: 749.